From a dataset of Catalyst prediction with 721,799 reactions and 888 catalyst types from USPTO. Predict which catalyst facilitates the given reaction. Reactant: C1OCCOCCOCCOCCOCCOC1.[CH3:19][C:20]1([CH3:41])[S:24][C@@H:23]2[C@H:25]([NH:28][C:29]([CH2:31][C:32]3[CH:37]=[CH:36][CH:35]=[CH:34][CH:33]=3)=[O:30])[C:26](=[O:27])[N:22]2[C@H:21]1[C:38]([O-:40])=[O:39].[Na+].O. Product: [CH3:19][C:20]1([CH3:41])[S:24][C@@H:23]2[C@H:25]([NH:28][C:29]([CH2:31][C:32]3[CH:37]=[CH:36][CH:35]=[CH:34][CH:33]=3)=[O:30])[C:26](=[O:27])[N:22]2[C@H:21]1[C:38]([OH:40])=[O:39]. The catalyst class is: 16.